From a dataset of Reaction yield outcomes from USPTO patents with 853,638 reactions. Predict the reaction yield, written as a fraction of the theoretical maximum amount of product (1.0 means a 100% yield; for example, 0.34 means a 34% yield). (1) The reactants are [I:1][C:2]1[CH:12]=[CH:11][C:5]([C:6](OCC)=[O:7])=[CH:4][N:3]=1.[BH4-].[Na+]. The catalyst is C(O)C. The product is [I:1][C:2]1[N:3]=[CH:4][C:5]([CH2:6][OH:7])=[CH:11][CH:12]=1. The yield is 0.670. (2) The reactants are [CH2:1]([O:3][C:4]([C:6]1[NH:7][C:8]2[C:13]([CH:14]=1)=[CH:12][C:11]([C:15]1[CH:16]=[N:17][CH:18]=[CH:19][CH:20]=1)=[CH:10][CH:9]=2)=[O:5])[CH3:2]. The catalyst is C(O)(=O)C.O=[Pt]=O. The product is [CH2:1]([O:3][C:4]([C:6]1[NH:7][C:8]2[C:13]([CH:14]=1)=[CH:12][C:11]([CH:15]1[CH2:20][CH2:19][CH2:18][NH:17][CH2:16]1)=[CH:10][CH:9]=2)=[O:5])[CH3:2]. The yield is 0.870. (3) The reactants are [CH3:1][C:2]([C:4]1[CH:9]=[CH:8][C:7]([NH2:10])=[CH:6][CH:5]=1)=[O:3].[BH4-].[Na+]. The catalyst is CO. The product is [NH2:10][C:7]1[CH:8]=[CH:9][C:4]([CH:2]([OH:3])[CH3:1])=[CH:5][CH:6]=1. The yield is 0.800. (4) The reactants are [C:1]1([N:7]2[C:19]3[CH:18]=[CH:17][CH:16]=[CH:15][C:14]=3[C:13]3[C:8]2=[CH:9][CH:10]=[CH:11][CH:12]=3)[CH:6]=[CH:5][CH:4]=[CH:3][CH:2]=1.[Br:20]N1C(=O)CCC1=O. The catalyst is C(O)(=O)C. The product is [Br:20][C:16]1[CH:17]=[CH:18][C:19]2[N:7]([C:1]3[CH:2]=[CH:3][CH:4]=[CH:5][CH:6]=3)[C:8]3[C:13]([C:14]=2[CH:15]=1)=[CH:12][CH:11]=[CH:10][CH:9]=3. The yield is 0.880. (5) The reactants are [Cl:1][CH2:2][C:3]([C:5]1[CH:10]=[CH:9][CH:8]=[CH:7][CH:6]=1)=[O:4].[F:11][C:12]1[CH:17]=[CH:16][C:15]([CH:18]([N:30]2[CH2:35][CH2:34][CH2:33][CH2:32][CH2:31]2)[C:19]([O:21][C@@H:22]2[CH:27]3[CH2:28][CH2:29][N:24]([CH2:25][CH2:26]3)[CH2:23]2)=[O:20])=[CH:14][CH:13]=1.CCOCC. The catalyst is CCOC(C)=O. The product is [Cl-:1].[F:11][C:12]1[CH:17]=[CH:16][C:15]([CH:18]([N:30]2[CH2:31][CH2:32][CH2:33][CH2:34][CH2:35]2)[C:19]([O:21][C@@H:22]2[CH:27]3[CH2:28][CH2:29][N+:24]([CH2:2][C:3](=[O:4])[C:5]4[CH:10]=[CH:9][CH:8]=[CH:7][CH:6]=4)([CH2:25][CH2:26]3)[CH2:23]2)=[O:20])=[CH:14][CH:13]=1. The yield is 0.575. (6) The yield is 0.760. The product is [Br:21][C:18]1[CH:19]=[CH:20][C:13]2[O:12][CH2:11][CH2:10][C:9]3[N:15]([N:16]=[C:7]([C:5]4[N:27]([CH:24]([CH3:26])[CH3:25])[N:2]=[CH:3][N:4]=4)[CH:8]=3)[C:14]=2[CH:17]=1. The catalyst is C(O)(=O)C. The reactants are C[N:2](C)[CH:3]=[N:4][C:5]([C:7]1[CH:8]=[C:9]2[N:15]([N:16]=1)[C:14]1[CH:17]=[C:18]([Br:21])[CH:19]=[CH:20][C:13]=1[O:12][CH2:11][CH2:10]2)=O.Cl.[CH:24]([NH:27]N)([CH3:26])[CH3:25]. (7) The reactants are C(OC([N:8]1[C:12]2[N:13]=[C:14]([C:19]3[CH:24]=[CH:23][C:22]([O:25][CH3:26])=[C:21]([F:27])[CH:20]=3)[N:15]=[C:16]([CH2:17][CH3:18])[C:11]=2[CH2:10][CH2:9]1)=O)(C)(C)C.FC(F)(F)C(O)=O. The catalyst is ClCCl. The product is [CH2:17]([C:16]1[C:11]2[CH2:10][CH2:9][NH:8][C:12]=2[N:13]=[C:14]([C:19]2[CH:24]=[CH:23][C:22]([O:25][CH3:26])=[C:21]([F:27])[CH:20]=2)[N:15]=1)[CH3:18]. The yield is 1.00. (8) The reactants are [Cl:1][C:2]1[CH:7]=[CH:6][C:5]([C:8]2[CH:13]=[C:12](O)[N:11]3[N:15]=[CH:16][CH:17]=[C:10]3[N:9]=2)=[CH:4][CH:3]=1.P(Cl)(Cl)([Cl:20])=O.CN(C)C1C=CC=CC=1. No catalyst specified. The product is [Cl:20][C:12]1[N:11]2[N:15]=[CH:16][CH:17]=[C:10]2[N:9]=[C:8]([C:5]2[CH:6]=[CH:7][C:2]([Cl:1])=[CH:3][CH:4]=2)[CH:13]=1. The yield is 0.660. (9) The reactants are [O:1]1[CH2:5][CH2:4][CH2:3][CH:2]1[C:6]([N:8]1[CH2:13][CH2:12][NH:11][CH2:10][CH2:9]1)=[O:7].O1C=CC=C1C(N1CCNCC1)=O.[BrH:27]. The catalyst is C(O)CCC. The product is [BrH:27].[O:1]1[CH2:5][CH2:4][CH2:3][CH:2]1[C:6]([N:8]1[CH2:9][CH2:10][NH:11][CH2:12][CH2:13]1)=[O:7]. The yield is 0.994. (10) The reactants are [OH:1][C:2]1[CH:3]=[C:4]([CH2:8][C:9]([O:11][CH3:12])=[O:10])[CH:5]=[CH:6][CH:7]=1.[C:13]([N:20]1[CH2:25][CH2:24][CH:23]([CH2:26][CH2:27][CH2:28]O)[CH2:22][CH2:21]1)([O:15][C:16]([CH3:19])([CH3:18])[CH3:17])=[O:14].C1(P(C2C=CC=CC=2)C2C=CC=CC=2)C=CC=CC=1.N(C(OC(C)C)=O)=NC(OC(C)C)=O. The catalyst is C1COCC1. The product is [C:13]([N:20]1[CH2:21][CH2:22][CH:23]([CH2:26][CH2:27][CH2:28][O:1][C:2]2[CH:3]=[C:4]([CH2:8][C:9]([O:11][CH3:12])=[O:10])[CH:5]=[CH:6][CH:7]=2)[CH2:24][CH2:25]1)([O:15][C:16]([CH3:19])([CH3:18])[CH3:17])=[O:14]. The yield is 0.620.